From a dataset of Catalyst prediction with 721,799 reactions and 888 catalyst types from USPTO. Predict which catalyst facilitates the given reaction. (1) Reactant: CNC[C:4]1[CH:9]=[CH:8]C=[CH:6][CH:5]=1.C[CH2:11][N:12]([CH:16]([CH3:18])C)[CH:13](C)C.[N:19]#CBr. Product: [CH2:16]([N:12]([CH3:13])[C:11]#[N:19])[C:18]1[CH:8]=[CH:9][CH:4]=[CH:5][CH:6]=1. The catalyst class is: 1. (2) Reactant: Br[C:2]1[C:10]2[S:9][C:8]([NH:11][C:12]([NH:14][CH2:15][CH3:16])=[O:13])=[N:7][C:6]=2[CH:5]=[C:4]([C:17]2[CH:18]=[N:19][C:20]([N:23]3[CH2:28][CH2:27][C:26]([CH3:34])([C:29]([O:31][CH2:32][CH3:33])=[O:30])[CH2:25][CH2:24]3)=[N:21][CH:22]=2)[CH:3]=1.B1(B2OCC(C)(C)CO2)OCC(C)(C)CO1.C([O-])(=O)C.[K+].Cl[C:57]1[CH:62]=[C:61]([CH3:63])[CH:60]=[CH:59][N:58]=1.C([O-])([O-])=O.[Cs+].[Cs+]. Product: [CH2:15]([NH:14][C:12]([NH:11][C:8]1[S:9][C:10]2[C:2]([C:57]3[CH:62]=[C:61]([CH3:63])[CH:60]=[CH:59][N:58]=3)=[CH:3][C:4]([C:17]3[CH:22]=[N:21][C:20]([N:23]4[CH2:24][CH2:25][C:26]([CH3:34])([C:29]([O:31][CH2:32][CH3:33])=[O:30])[CH2:27][CH2:28]4)=[N:19][CH:18]=3)=[CH:5][C:6]=2[N:7]=1)=[O:13])[CH3:16]. The catalyst class is: 16. (3) Product: [CH3:72][C:71]([NH:83][C:17]1[C:18](=[O:42])[N:19]([C:32]2[CH:33]=[CH:34][C:35]([C:38]([F:41])([F:39])[F:40])=[CH:36][CH:37]=2)[C@@H:20]([C:22]2[CH:27]=[CH:26][CH:25]=[C:24]([O:28][CH:29]3[CH2:31][CH2:30]3)[CH:23]=2)[CH:21]=1)([C:73]1[CH:74]=[N:75][C:76]([C:79]([F:81])([F:82])[F:80])=[CH:77][CH:78]=1)[CH3:70]. Reactant: FC(F)(F)C(O)=O.C1([C@H](N[C:17]2[C:18](=[O:42])[N:19]([C:32]3[CH:37]=[CH:36][C:35]([C:38]([F:41])([F:40])[F:39])=[CH:34][CH:33]=3)[C@@H:20]([C:22]3[CH:27]=[CH:26][CH:25]=[C:24]([O:28][CH:29]4[CH2:31][CH2:30]4)[CH:23]=3)[CH:21]=2)C)C=CC=CC=1.C1(OC2C=C([C@@H]3N(C4C=CC(C(F)(F)F)=CC=4)C(=O)C(=O)C3)C=CC=2)CC1.[CH3:70][C:71]([NH2:83])([C:73]1[CH:74]=[N:75][C:76]([C:79]([F:82])([F:81])[F:80])=[CH:77][CH:78]=1)[CH3:72].C(O)(=O)C. The catalyst class is: 93.